From a dataset of Catalyst prediction with 721,799 reactions and 888 catalyst types from USPTO. Predict which catalyst facilitates the given reaction. Reactant: [CH3:1][C:2]1[CH:3]=[N:4][C:5]([C:8]2([CH2:11][NH2:12])[CH2:10][CH2:9]2)=[N:6][CH:7]=1.C(N(CC)CC)C.[F:20][C:21]([F:32])([F:31])[C:22]1[CH:30]=[CH:29][CH:28]=[CH:27][C:23]=1[C:24](Cl)=[O:25]. Product: [CH3:1][C:2]1[CH:7]=[N:6][C:5]([C:8]2([CH2:11][NH:12][C:24](=[O:25])[C:23]3[CH:27]=[CH:28][CH:29]=[CH:30][C:22]=3[C:21]([F:20])([F:31])[F:32])[CH2:10][CH2:9]2)=[N:4][CH:3]=1. The catalyst class is: 4.